This data is from Peptide-MHC class I binding affinity with 185,985 pairs from IEDB/IMGT. The task is: Regression. Given a peptide amino acid sequence and an MHC pseudo amino acid sequence, predict their binding affinity value. This is MHC class I binding data. (1) The peptide sequence is KILSVFFLA. The MHC is HLA-A03:01 with pseudo-sequence HLA-A03:01. The binding affinity (normalized) is 0.733. (2) The MHC is HLA-A30:01 with pseudo-sequence HLA-A30:01. The binding affinity (normalized) is 0.0847. The peptide sequence is IMNEGWASF. (3) The peptide sequence is HMNKLPLAK. The MHC is HLA-A02:01 with pseudo-sequence HLA-A02:01. The binding affinity (normalized) is 0.0847. (4) The peptide sequence is VSFDQNLDY. The MHC is HLA-A11:01 with pseudo-sequence HLA-A11:01. The binding affinity (normalized) is 0.575. (5) The peptide sequence is RKWGLDFCY. The MHC is HLA-B27:05 with pseudo-sequence HLA-B27:05. The binding affinity (normalized) is 0.628. (6) The peptide sequence is RESIVCYFM. The MHC is HLA-A03:01 with pseudo-sequence HLA-A03:01. The binding affinity (normalized) is 0.213.